This data is from Peptide-MHC class I binding affinity with 185,985 pairs from IEDB/IMGT. The task is: Regression. Given a peptide amino acid sequence and an MHC pseudo amino acid sequence, predict their binding affinity value. This is MHC class I binding data. (1) The peptide sequence is ELRSLYNTV. The MHC is HLA-B53:01 with pseudo-sequence HLA-B53:01. The binding affinity (normalized) is 0. (2) The peptide sequence is RPRGHREFC. The MHC is HLA-B08:01 with pseudo-sequence HLA-B08:01. The binding affinity (normalized) is 0.169. (3) The peptide sequence is SVLNDILSR. The MHC is HLA-A33:01 with pseudo-sequence HLA-A33:01. The binding affinity (normalized) is 0.201.